The task is: Predict which catalyst facilitates the given reaction.. This data is from Catalyst prediction with 721,799 reactions and 888 catalyst types from USPTO. (1) Reactant: [CH3:1][C@H:2]1[N:14]2[C:6](=[CH:7][C:8]3[C:13]2=[N:12][CH:11]=[CH:10][CH:9]=3)[CH2:5][NH:4][CH2:3]1.[C:15](O[C:15]([O:17][C:18]([CH3:21])([CH3:20])[CH3:19])=[O:16])([O:17][C:18]([CH3:21])([CH3:20])[CH3:19])=[O:16]. Product: [C:18]([O:17][C:15]([N:4]1[CH2:3][C@@H:2]([CH3:1])[N:14]2[C:6](=[CH:7][C:8]3[C:13]2=[N:12][CH:11]=[CH:10][CH:9]=3)[CH2:5]1)=[O:16])([CH3:21])([CH3:20])[CH3:19]. The catalyst class is: 277. (2) Reactant: Br[C:2]1[CH:3]=[C:4]2[C:9](=[CH:10][C:11]=1[F:12])[N:8]([C:13]([O:15][C:16]([CH3:19])([CH3:18])[CH3:17])=[O:14])[CH2:7][CH2:6][CH2:5]2.[CH3:20][N:21]1[CH:25]=[C:24](B2OC(C)(C)C(C)(C)O2)[CH:23]=[N:22]1.C([O-])([O-])=O.[K+].[K+]. Product: [F:12][C:11]1[CH:10]=[C:9]2[C:4]([CH2:5][CH2:6][CH2:7][N:8]2[C:13]([O:15][C:16]([CH3:19])([CH3:18])[CH3:17])=[O:14])=[CH:3][C:2]=1[C:24]1[CH:23]=[N:22][N:21]([CH3:20])[CH:25]=1. The catalyst class is: 117. (3) Reactant: [Cl:1][C:2]1[CH:3]=[C:4]([CH:9]2[O:14][CH2:13][CH2:12][NH:11][CH2:10]2)[CH:5]=[C:6]([Cl:8])[CH:7]=1.[F:15][C:16]([F:21])([F:20])[C@@H:17]1[CH2:19][O:18]1. Product: [Cl:8][C:6]1[CH:5]=[C:4]([CH:9]2[CH2:10][N:11]([CH2:19][C@H:17]([OH:18])[C:16]([F:21])([F:20])[F:15])[CH2:12][CH2:13][O:14]2)[CH:3]=[C:2]([Cl:1])[CH:7]=1. The catalyst class is: 10. (4) Reactant: C(OC([N:8]1[CH2:13][CH2:12][NH:11][C:10](=[O:14])[CH2:9]1)=O)(C)(C)C.[I-].[H-].[Na+].Br[CH2:19][C:20]1[CH:29]=[C:28]2[C:23]([C:24]([Cl:30])=[CH:25][N:26]=[N:27]2)=[CH:22][CH:21]=1. Product: [Cl:30][C:24]1[C:23]2[C:28](=[CH:29][C:20]([CH2:19][N:11]3[CH2:12][CH2:13][NH:8][CH2:9][C:10]3=[O:14])=[CH:21][CH:22]=2)[N:27]=[N:26][CH:25]=1. The catalyst class is: 1. (5) Reactant: [Br:1][C:2]1[C:3]([NH:8][CH:9]=[C:10]2C(=O)OC(C)(C)O[C:11]2=[O:19])=[N:4][CH:5]=[CH:6][CH:7]=1.CCCCCC. Product: [Br:1][C:2]1[C:3]2=[N:8][CH:9]=[CH:10][C:11](=[O:19])[N:4]2[CH:5]=[CH:6][CH:7]=1. The catalyst class is: 400. (6) Reactant: C([O-])([O-])=O.[Cs+].[Cs+].[Cl:7][C:8]1[CH:13]=[CH:12][C:11]([C:14]2[CH:15]=[CH:16][C:17]([O:20][CH2:21][C:22]#[CH:23])=[N:18][CH:19]=2)=[CH:10][CH:9]=1.I[C:25]1[CH:36]=[CH:35][C:28]([CH2:29][N:30]2[CH2:34][CH2:33][CH2:32][CH2:31]2)=[CH:27][CH:26]=1. Product: [Cl:7][C:8]1[CH:13]=[CH:12][C:11]([C:14]2[CH:15]=[CH:16][C:17]([O:20][CH2:21][C:22]#[C:23][C:25]3[CH:26]=[CH:27][C:28]([CH2:29][N:30]4[CH2:34][CH2:33][CH2:32][CH2:31]4)=[CH:35][CH:36]=3)=[N:18][CH:19]=2)=[CH:10][CH:9]=1. The catalyst class is: 356. (7) The catalyst class is: 1. Reactant: C1C=CC(P(C2C=CC=CC=2)C2C=CC=CC=2)=CC=1.[Br:20][C:21]1[CH:22]=[C:23]([CH3:30])[C:24]([OH:29])=[C:25]([CH:28]=1)[C:26]#[N:27].CCOC(/N=N/C(OCC)=O)=O.[F:43][C@H:44]1[C@H:49](O)[CH2:48][CH2:47][N:46]([C:51]([O:53][C:54]([CH3:57])([CH3:56])[CH3:55])=[O:52])[CH2:45]1. Product: [Br:20][C:21]1[CH:22]=[C:23]([CH3:30])[C:24]([O:29][C@H:49]2[CH2:48][CH2:47][N:46]([C:51]([O:53][C:54]([CH3:56])([CH3:55])[CH3:57])=[O:52])[CH2:45][C@H:44]2[F:43])=[C:25]([C:26]#[N:27])[CH:28]=1.